Dataset: Full USPTO retrosynthesis dataset with 1.9M reactions from patents (1976-2016). Task: Predict the reactants needed to synthesize the given product. (1) Given the product [CH2:1]([C:8]1[CH:9]=[N:10][C:11]2[C:16]([C:17]=1[C:18]1[CH:19]=[C:20]([NH:24][CH2:34][C:33]3[CH:36]=[CH:37][C:30]([OH:29])=[C:31]([O:38][CH3:39])[CH:32]=3)[CH:21]=[CH:22][CH:23]=1)=[CH:15][CH:14]=[CH:13][C:12]=2[C:25]([F:28])([F:26])[F:27])[C:2]1[CH:3]=[CH:4][CH:5]=[CH:6][CH:7]=1, predict the reactants needed to synthesize it. The reactants are: [CH2:1]([C:8]1[CH:9]=[N:10][C:11]2[C:16]([C:17]=1[C:18]1[CH:19]=[C:20]([NH2:24])[CH:21]=[CH:22][CH:23]=1)=[CH:15][CH:14]=[CH:13][C:12]=2[C:25]([F:28])([F:27])[F:26])[C:2]1[CH:7]=[CH:6][CH:5]=[CH:4][CH:3]=1.[OH:29][C:30]1[CH:37]=[CH:36][C:33]([CH:34]=O)=[CH:32][C:31]=1[O:38][CH3:39].[BH-](OC(C)=O)(OC(C)=O)OC(C)=O.[Na+].C(O)(=O)C. (2) Given the product [F:1][C:2]1[CH:10]=[C:9]2[C:5]([C:6]([CH:11]=[O:12])=[CH:7][N:8]2[CH3:14])=[CH:4][CH:3]=1, predict the reactants needed to synthesize it. The reactants are: [F:1][C:2]1[CH:10]=[C:9]2[C:5]([C:6]([CH:11]=[O:12])=[CH:7][NH:8]2)=[CH:4][CH:3]=1.N1C2C(=CC=CC=2)C=[C:14]1C(OCC)=O. (3) Given the product [CH:1]1[C:13]2[CH:12]([CH2:14][O:15][C:16]([NH:18][C@@H:19]([CH2:23][C:24]3[C:32]4[C:27](=[CH:28][CH:29]=[CH:30][CH:31]=4)[NH:26][C:25]=3[C:34]3[CH:39]=[CH:38][CH:37]=[C:36]([O:40][CH2:41][CH2:42][CH3:43])[CH:35]=3)[C:20]([OH:22])=[O:21])=[O:17])[C:11]3[C:6](=[CH:7][CH:8]=[CH:9][CH:10]=3)[C:5]=2[CH:4]=[CH:3][CH:2]=1, predict the reactants needed to synthesize it. The reactants are: [CH:1]1[C:13]2[CH:12]([CH2:14][O:15][C:16]([NH:18][C@@H:19]([CH2:23][C:24]3[C:32]4[C:27](=[CH:28][CH:29]=[CH:30][CH:31]=4)[NH:26][CH:25]=3)[C:20]([OH:22])=[O:21])=[O:17])[C:11]3[C:6](=[CH:7][CH:8]=[CH:9][CH:10]=3)[C:5]=2[CH:4]=[CH:3][CH:2]=1.I[C:34]1[CH:39]=[CH:38][CH:37]=[C:36]([O:40][CH2:41][CH2:42][CH3:43])[CH:35]=1. (4) The reactants are: [CH2:1]([N:8]([CH2:14][CH2:15][OH:16])[S:9]([CH2:12]Cl)(=[O:11])=[O:10])[C:2]1[CH:7]=[CH:6][CH:5]=[CH:4][CH:3]=1.C([O-])([O-])=O.[Cs+].[Cs+].O. Given the product [CH2:1]([N:8]1[CH2:14][CH2:15][O:16][CH2:12][S:9]1(=[O:11])=[O:10])[C:2]1[CH:7]=[CH:6][CH:5]=[CH:4][CH:3]=1, predict the reactants needed to synthesize it.